Dataset: NCI-60 drug combinations with 297,098 pairs across 59 cell lines. Task: Regression. Given two drug SMILES strings and cell line genomic features, predict the synergy score measuring deviation from expected non-interaction effect. (1) Synergy scores: CSS=16.7, Synergy_ZIP=-0.172, Synergy_Bliss=0.279, Synergy_Loewe=-5.38, Synergy_HSA=0.558. Drug 1: C1C(C(OC1N2C=C(C(=O)NC2=O)F)CO)O. Drug 2: CCC1(CC2CC(C3=C(CCN(C2)C1)C4=CC=CC=C4N3)(C5=C(C=C6C(=C5)C78CCN9C7C(C=CC9)(C(C(C8N6C=O)(C(=O)OC)O)OC(=O)C)CC)OC)C(=O)OC)O.OS(=O)(=O)O. Cell line: ACHN. (2) Drug 1: CC1C(C(CC(O1)OC2CC(CC3=C2C(=C4C(=C3O)C(=O)C5=C(C4=O)C(=CC=C5)OC)O)(C(=O)C)O)N)O.Cl. Drug 2: CCC1(CC2CC(C3=C(CCN(C2)C1)C4=CC=CC=C4N3)(C5=C(C=C6C(=C5)C78CCN9C7C(C=CC9)(C(C(C8N6C=O)(C(=O)OC)O)OC(=O)C)CC)OC)C(=O)OC)O.OS(=O)(=O)O. Cell line: A549. Synergy scores: CSS=28.6, Synergy_ZIP=2.81, Synergy_Bliss=10.2, Synergy_Loewe=6.69, Synergy_HSA=7.49. (3) Drug 1: C1=NNC2=C1C(=O)NC=N2. Drug 2: CCC1(C2=C(COC1=O)C(=O)N3CC4=CC5=C(C=CC(=C5CN(C)C)O)N=C4C3=C2)O.Cl. Cell line: UO-31. Synergy scores: CSS=12.7, Synergy_ZIP=-5.15, Synergy_Bliss=2.79, Synergy_Loewe=-20.6, Synergy_HSA=1.07.